This data is from Reaction yield outcomes from USPTO patents with 853,638 reactions. The task is: Predict the reaction yield, written as a fraction of the theoretical maximum amount of product (1.0 means a 100% yield; for example, 0.34 means a 34% yield). (1) The reactants are C([CH2:4][O:5][C:6]1[C:14]([CH3:15])=[CH:13][C:12]([O:16][CH3:17])=[CH:11][C:7]=1[C:8]([OH:10])=O)(O)=O.C(O)(=O)C.C(OC(=O)C)(=O)C.C([O-])(=O)C.[Na+]. The catalyst is CCCCCC.C(OCC)(=O)C.C(OCC)(=O)C. The product is [CH3:17][O:16][C:12]1[CH:13]=[C:14]([CH3:15])[C:6]2[O:5][CH2:4][C:8](=[O:10])[C:7]=2[CH:11]=1. The yield is 0.0800. (2) The reactants are [F:1][CH:2]([F:23])[O:3][C:4]1[CH:9]=[CH:8][C:7]([C:10]2[CH:11]=[C:12]3[C:16](=[CH:17][CH:18]=2)[C:15](=[O:19])[O:14][CH2:13]3)=[C:6]([OH:20])[C:5]=1[O:21]C.C(=O)([O-])[O-].[K+].[K+].Br[CH2:31][C:32]1[CH:37]=[CH:36][C:35]([S:38]([CH3:41])(=[O:40])=[O:39])=[CH:34][CH:33]=1. The catalyst is C(#N)C. The product is [F:23][CH:2]([F:1])[O:3][C:4]1[CH:9]=[CH:8][C:7]([C:10]2[CH:11]=[C:12]3[C:16](=[CH:17][CH:18]=2)[C:15](=[O:19])[O:14][CH2:13]3)=[C:6]([O:20][CH2:31][C:32]2[CH:33]=[CH:34][C:35]([S:38]([CH3:41])(=[O:40])=[O:39])=[CH:36][CH:37]=2)[C:5]=1[OH:21]. The yield is 0.410. (3) The reactants are C[O:2][C:3]1[CH:12]=[CH:11][C:10]2[C:5](=[CH:6][CH:7]=[C:8]([CH:13]3[CH2:18][CH2:17][CH:16]([CH2:19][CH2:20][CH3:21])[CH2:15][CH2:14]3)[CH:9]=2)[CH:4]=1.Cl.N1C=CC=CC=1. No catalyst specified. The product is [CH2:19]([CH:16]1[CH2:17][CH2:18][CH:13]([C:8]2[CH:7]=[CH:6][C:5]3[C:10](=[CH:11][CH:12]=[C:3]([OH:2])[CH:4]=3)[CH:9]=2)[CH2:14][CH2:15]1)[CH2:20][CH3:21]. The yield is 0.700. (4) The reactants are [N:1]1([C:7]2[N:12]=[CH:11][C:10]([NH2:13])=[C:9]([C:14]3[CH:19]=[CH:18][CH:17]=[CH:16][C:15]=3[CH3:20])[CH:8]=2)[CH2:6][CH2:5][O:4][CH2:3][CH2:2]1.[H-].[Al+3].[Li+].[H-].[H-].[H-].Cl.[OH-].[Na+].[CH:30](OC)(OC)OC. The catalyst is FC(F)(F)C(O)=O.O1CCCC1. The product is [CH3:30][NH:13][C:10]1[CH:11]=[N:12][C:7]([N:1]2[CH2:6][CH2:5][O:4][CH2:3][CH2:2]2)=[CH:8][C:9]=1[C:14]1[CH:19]=[CH:18][CH:17]=[CH:16][C:15]=1[CH3:20]. The yield is 0.660. (5) The reactants are [CH3:1][C:2]1[CH:23]=[CH:22][C:5]2[N:6]([CH2:9][C:10]3[CH:21]=[CH:20][C:13]4[N:14]=[C:15](S(C)=O)[S:16][C:12]=4[CH:11]=3)[CH:7]=[N:8][C:4]=2[CH:3]=1.[NH2:24][C@@H:25]1[CH2:30][CH2:29][CH2:28][CH2:27][C@H:26]1[OH:31].CCN(C(C)C)C(C)C.CN1C(=O)CCC1. The catalyst is CCOC(C)=O. The product is [CH3:1][C:2]1[CH:23]=[CH:22][C:5]2[N:6]([CH2:9][C:10]3[CH:21]=[CH:20][C:13]4[N:14]=[C:15]([NH:24][C@@H:25]5[CH2:30][CH2:29][CH2:28][CH2:27][C@H:26]5[OH:31])[S:16][C:12]=4[CH:11]=3)[CH:7]=[N:8][C:4]=2[CH:3]=1. The yield is 0.890. (6) The reactants are [C:1](Cl)(=[O:3])[CH3:2].[N+:5]([C:8]1[CH:9]=[CH:10][C:11]2[O:16][CH2:15][CH2:14][NH:13][C:12]=2[CH:17]=1)([O-:7])=[O:6].C([O-])(O)=O.[Na+]. The catalyst is C(Cl)Cl. The product is [C:1]([N:13]1[C:12]2[CH:17]=[C:8]([N+:5]([O-:7])=[O:6])[CH:9]=[CH:10][C:11]=2[O:16][CH2:15][CH2:14]1)(=[O:3])[CH3:2]. The yield is 0.900.